From a dataset of Forward reaction prediction with 1.9M reactions from USPTO patents (1976-2016). Predict the product of the given reaction. (1) Given the reactants [NH2:1][CH:2]([C:10]([N:12]1[CH2:17][CH2:16][CH2:15][CH2:14][CH:13]1[C:18](=[O:35])[NH:19][CH:20]([C:32](=[O:34])[NH2:33])[CH2:21][C:22]1[CH:31]=[CH:30][C:29]2[C:24](=[CH:25][CH:26]=[CH:27][CH:28]=2)[CH:23]=1)=[O:11])[CH2:3][S:4][CH2:5][P:6](=[O:9])([OH:8])[OH:7].[C:36]1([CH2:42][S:43](Cl)(=[O:45])=[O:44])[CH:41]=[CH:40][CH:39]=[CH:38][CH:37]=1.N1C=CC=CC=1, predict the reaction product. The product is: [C:32]([CH:20]([NH:19][C:18]([CH:13]1[CH2:14][CH2:15][CH2:16][CH2:17][N:12]1[C:10](=[O:11])[CH:2]([NH:1][S:43]([CH2:42][C:36]1[CH:41]=[CH:40][CH:39]=[CH:38][CH:37]=1)(=[O:45])=[O:44])[CH2:3][S:4][CH2:5][P:6](=[O:8])([OH:7])[OH:9])=[O:35])[CH2:21][C:22]1[CH:31]=[CH:30][C:29]2[C:24](=[CH:25][CH:26]=[CH:27][CH:28]=2)[CH:23]=1)(=[O:34])[NH2:33]. (2) Given the reactants [CH3:1][O:2][C:3](=[O:25])[CH2:4][C@H:5]1[CH2:10][CH2:9][C@H:8]([C:11]2[CH:16]=[CH:15][C:14](OS(C(F)(F)F)(=O)=O)=[CH:13][CH:12]=2)[CH2:7][CH2:6]1.[Si:26]([O:33][CH2:34][CH2:35][NH2:36])([C:29]([CH3:32])([CH3:31])[CH3:30])([CH3:28])[CH3:27].C(=O)([O-])[O-].[Cs+].[Cs+].CC(C1C=C(C(C)C)C(C2C=CC=CC=2P(C2CCCCC2)C2CCCCC2)=C(C(C)C)C=1)C, predict the reaction product. The product is: [Si:26]([O:33][CH2:34][CH2:35][NH:36][C:14]1[CH:15]=[CH:16][C:11]([C@H:8]2[CH2:9][CH2:10][C@H:5]([CH2:4][C:3]([O:2][CH3:1])=[O:25])[CH2:6][CH2:7]2)=[CH:12][CH:13]=1)([C:29]([CH3:31])([CH3:32])[CH3:30])([CH3:28])[CH3:27]. (3) Given the reactants C(OC(=O)[NH:7][C:8]1[CH:13]=[C:12]([O:14][CH2:15][CH:16]2[CH2:18][CH2:17]2)[C:11]([C:19]([F:22])([F:21])[F:20])=[CH:10][C:9]=1[NH:23][C:24](=[O:43])[CH2:25][C:26]([C:28]1[CH:33]=[CH:32][CH:31]=[C:30]([C:34]2[CH:35]=[N:36][C:37]([CH:40]3[CH2:42][CH2:41]3)=[CH:38][CH:39]=2)[CH:29]=1)=O)(C)(C)C.C(O)(C(F)(F)F)=O, predict the reaction product. The product is: [CH:16]1([CH2:15][O:14][C:12]2[C:11]([C:19]([F:20])([F:21])[F:22])=[CH:10][C:9]3[NH:23][C:24](=[O:43])[CH2:25][C:26]([C:28]4[CH:33]=[CH:32][CH:31]=[C:30]([C:34]5[CH:35]=[N:36][C:37]([CH:40]6[CH2:41][CH2:42]6)=[CH:38][CH:39]=5)[CH:29]=4)=[N:7][C:8]=3[CH:13]=2)[CH2:17][CH2:18]1. (4) Given the reactants [H-].[Na+].[CH3:3][O:4][C:5]1[CH:10]=[CH:9][CH:8]=[C:7]([NH2:11])[CH:6]=1.[Cl:12][C:13]1[CH:18]=[CH:17][CH:16]=[C:15](Cl)[C:14]=1[N+:20]([O-:22])=[O:21].Cl, predict the reaction product. The product is: [Cl:12][C:13]1[C:14]([N+:20]([O-:22])=[O:21])=[C:15]([CH:16]=[CH:17][CH:18]=1)[NH:11][C:7]1[CH:8]=[CH:9][CH:10]=[C:5]([O:4][CH3:3])[CH:6]=1. (5) Given the reactants [CH3:1][N:2]1[C:6]2[CH:7]=[CH:8][C:9]([N+:11]([O-:13])=[O:12])=[CH:10][C:5]=2[NH:4][C:3]1=[O:14].C(=O)([O-])[O-].[K+].[K+].ClC(Cl)(Cl)S(O[CH2:27][C:28]([F:31])([F:30])[F:29])(=O)=O.Cl, predict the reaction product. The product is: [CH3:1][N:2]1[C:6]2[CH:7]=[CH:8][C:9]([N+:11]([O-:13])=[O:12])=[CH:10][C:5]=2[N:4]([CH2:27][C:28]([F:31])([F:30])[F:29])[C:3]1=[O:14]. (6) Given the reactants CO[C:3]([C:5]1[CH:6]=[C:7]([CH:15]2[CH2:18][CH2:17][CH2:16]2)[N:8]2[C:13]=1[C:12]([Cl:14])=[CH:11][CH:10]=[CH:9]2)=[O:4].Cl.[F:20][C:21]1([F:29])[CH2:26][CH2:25][CH:24]([CH2:27][NH2:28])[CH2:23][CH2:22]1.C(N(C(C)C)C(C)C)C.N12CCN(CC1)CC2.C[Al](C)C, predict the reaction product. The product is: [Cl:14][C:12]1[C:13]2[N:8]([C:7]([CH:15]3[CH2:18][CH2:17][CH2:16]3)=[CH:6][C:5]=2[C:3]([NH:28][CH2:27][CH:24]2[CH2:25][CH2:26][C:21]([F:29])([F:20])[CH2:22][CH2:23]2)=[O:4])[CH:9]=[CH:10][CH:11]=1. (7) Given the reactants Cl[C:2]1[CH:3]=[CH:4][C:5]2[N:11]3[CH2:12][C@H:8]([CH2:9][CH2:10]3)[N:7]([C:13]([NH:15][C:16]3[CH:21]=[N:20][CH:19]=[CH:18][N:17]=3)=[O:14])[C:6]=2[N:22]=1.[CH3:23][N:24]1[C:28](B2OC(C)(C)C(C)(C)O2)=[CH:27][C:26]([C:38]([F:41])([F:40])[F:39])=[N:25]1.[O-]P([O-])([O-])=O.[K+].[K+].[K+].CC(C1C=C(C(C)C)C(C2C=CC=CC=2P(C2CCCCC2)C2CCCCC2)=C(C(C)C)C=1)C, predict the reaction product. The product is: [CH3:23][N:24]1[C:28]([C:2]2[CH:3]=[CH:4][C:5]3[N:11]4[CH2:12][C@H:8]([CH2:9][CH2:10]4)[N:7]([C:13]([NH:15][C:16]4[CH:21]=[N:20][CH:19]=[CH:18][N:17]=4)=[O:14])[C:6]=3[N:22]=2)=[CH:27][C:26]([C:38]([F:41])([F:40])[F:39])=[N:25]1.